From a dataset of Peptide-MHC class II binding affinity with 134,281 pairs from IEDB. Regression. Given a peptide amino acid sequence and an MHC pseudo amino acid sequence, predict their binding affinity value. This is MHC class II binding data. (1) The peptide sequence is DCKTILKALGPAATLE. The MHC is DRB1_0101 with pseudo-sequence DRB1_0101. The binding affinity (normalized) is 0.510. (2) The peptide sequence is YNHVVAANALLFLMS. The MHC is DRB1_1101 with pseudo-sequence DRB1_1101. The binding affinity (normalized) is 0.227.